Dataset: Peptide-MHC class I binding affinity with 185,985 pairs from IEDB/IMGT. Task: Regression. Given a peptide amino acid sequence and an MHC pseudo amino acid sequence, predict their binding affinity value. This is MHC class I binding data. (1) The peptide sequence is RSRPSGDL. The MHC is HLA-B27:05 with pseudo-sequence HLA-B27:05. The binding affinity (normalized) is 0. (2) The peptide sequence is GLIHACMLV. The MHC is HLA-A02:02 with pseudo-sequence HLA-A02:02. The binding affinity (normalized) is 0.964.